Dataset: Full USPTO retrosynthesis dataset with 1.9M reactions from patents (1976-2016). Task: Predict the reactants needed to synthesize the given product. (1) The reactants are: Cl.C([O:4][C:5](=[O:31])[CH:6]([NH:21][C:22]1[CH:27]=[CH:26][C:25]([C:28](=[NH:30])[NH2:29])=[CH:24][CH:23]=1)[C:7]1[CH:12]=[C:11]([O:13][CH2:14][CH3:15])[C:10]([O:16][CH2:17][CH2:18][OH:19])=[CH:9][C:8]=1[F:20])C.[OH-].[Na+].Cl. Given the product [C:28]([C:25]1[CH:24]=[CH:23][C:22]([NH:21][CH:6]([C:7]2[CH:12]=[C:11]([O:13][CH2:14][CH3:15])[C:10]([O:16][CH2:17][CH2:18][OH:19])=[CH:9][C:8]=2[F:20])[C:5]([OH:31])=[O:4])=[CH:27][CH:26]=1)(=[NH:29])[NH2:30], predict the reactants needed to synthesize it. (2) Given the product [CH3:1][C:2]1[CH:7]=[C:6]([C:8]#[C:9][CH3:10])[CH:5]=[C:4]([CH3:11])[C:3]=1[C:12]1[C:13](=[O:23])[N:14]2[CH2:20][CH2:19][CH2:18][CH2:17][CH2:16][N:15]2[C:21]=1[O:22][C:30](=[O:35])[C:31]([CH3:34])([CH3:33])[CH3:32], predict the reactants needed to synthesize it. The reactants are: [CH3:1][C:2]1[CH:7]=[C:6]([C:8]#[C:9][CH3:10])[CH:5]=[C:4]([CH3:11])[C:3]=1[CH:12]1[C:21](=[O:22])[N:15]2[CH2:16][CH2:17][CH2:18][CH2:19][CH2:20][N:14]2[C:13]1=[O:23].N1C=CC=CC=1.[C:30](Cl)(=[O:35])[C:31]([CH3:34])([CH3:33])[CH3:32].O. (3) Given the product [CH2:1]([O:3][C:4](=[O:16])[CH2:5][N:6]1[C:14]2[C:9](=[CH:10][CH:11]=[C:12]([O:15][CH2:25][C:24]3[N:20]([CH2:19][C:18]([F:37])([F:17])[F:38])[N:21]=[C:22]([C:27]4[CH:32]=[CH:31][C:30]([C:33]([F:35])([F:36])[F:34])=[CH:29][CH:28]=4)[CH:23]=3)[CH:13]=2)[CH:8]=[CH:7]1)[CH3:2], predict the reactants needed to synthesize it. The reactants are: [CH2:1]([O:3][C:4](=[O:16])[CH2:5][N:6]1[C:14]2[C:9](=[CH:10][CH:11]=[C:12]([OH:15])[CH:13]=2)[CH:8]=[CH:7]1)[CH3:2].[F:17][C:18]([F:38])([F:37])[CH2:19][N:20]1[C:24]([CH2:25]O)=[CH:23][C:22]([C:27]2[CH:32]=[CH:31][C:30]([C:33]([F:36])([F:35])[F:34])=[CH:29][CH:28]=2)=[N:21]1.CN(C)C(N=NC(N(C)C)=O)=O.C(P(CCCC)CCCC)CCC.